From a dataset of Full USPTO retrosynthesis dataset with 1.9M reactions from patents (1976-2016). Predict the reactants needed to synthesize the given product. (1) Given the product [CH3:18][O:17][CH2:16][CH2:15][CH2:14][NH:13][C:11]([C:10]1[CH:19]=[C:20]([C:39]2[CH:40]=[C:35]([CH:32]([CH3:34])[CH3:33])[CH:36]=[CH:37][C:38]=2[O:44][CH3:45])[C:21]([O:23][CH2:24][C:25]2[CH:30]=[CH:29][CH:28]=[CH:27][CH:26]=2)=[CH:22][C:9]=1[O:8][CH2:1][C:2]1[CH:7]=[CH:6][CH:5]=[CH:4][CH:3]=1)=[O:12], predict the reactants needed to synthesize it. The reactants are: [CH2:1]([O:8][C:9]1[CH:22]=[C:21]([O:23][CH2:24][C:25]2[CH:30]=[CH:29][CH:28]=[CH:27][CH:26]=2)[C:20](Br)=[CH:19][C:10]=1[C:11]([NH:13][CH2:14][CH2:15][CH2:16][O:17][CH3:18])=[O:12])[C:2]1[CH:7]=[CH:6][CH:5]=[CH:4][CH:3]=1.[CH:32]([C:35]1[CH:36]=[CH:37][C:38]([O:44][CH3:45])=[C:39](B(O)O)[CH:40]=1)([CH3:34])[CH3:33].C1(C)C=CC=CC=1.C([O-])(O)=O.[Na+]. (2) Given the product [NH2:37][CH2:36][CH2:35][C@H:32]1[CH2:33][CH2:34][C@H:29]([CH2:28][NH:27][CH2:26][CH2:25][C:16]2[C:15]([CH2:14][N:7]([CH2:6][C:5]3[CH:48]=[C:49]([C:51]([F:52])([F:53])[F:54])[CH:50]=[C:3]([C:2]([F:56])([F:55])[F:1])[CH:4]=3)[C:8]3[N:9]=[N:10][N:11]([CH3:13])[N:12]=3)=[CH:20][C:19]([C:21]([F:22])([F:24])[F:23])=[CH:18][N:17]=2)[CH2:30][CH2:31]1, predict the reactants needed to synthesize it. The reactants are: [F:1][C:2]([F:56])([F:55])[C:3]1[CH:4]=[C:5]([CH:48]=[C:49]([C:51]([F:54])([F:53])[F:52])[CH:50]=1)[CH2:6][N:7]([CH2:14][C:15]1[C:16]([CH2:25][CH2:26][NH:27][CH2:28][C@H:29]2[CH2:34][CH2:33][C@H:32]([CH2:35][CH2:36][N:37]3C(=O)C4C(=CC=CC=4)C3=O)[CH2:31][CH2:30]2)=[N:17][CH:18]=[C:19]([C:21]([F:24])([F:23])[F:22])[CH:20]=1)[C:8]1[N:9]=[N:10][N:11]([CH3:13])[N:12]=1.